Dataset: HIV replication inhibition screening data with 41,000+ compounds from the AIDS Antiviral Screen. Task: Binary Classification. Given a drug SMILES string, predict its activity (active/inactive) in a high-throughput screening assay against a specified biological target. (1) The molecule is CSc1nc(NC(=O)c2ccccc2CS)n[nH]1. The result is 0 (inactive). (2) The result is 0 (inactive). The drug is C=C1C(=O)OC2C1C(OC(=O)C(C)=CCOC(C)=O)CC1(CO1)C1C(O)C3OC3(C)C21. (3) The compound is Oc1ccccc1-c1nc2sc(-c3ccccc3O)nc2s1. The result is 0 (inactive). (4) The drug is O=C(CC(=O)N1N=C(n2ccc3ccccc32)CC1c1ccccc1)Nc1ccc(Cl)cc1. The result is 0 (inactive). (5) The compound is CCOC(=O)C1=C(C)N(c2ccc(C)cc2)C2=C(C(=O)N(c3ccccc3)C2c2ccccc2)C1c1ccccc1. The result is 0 (inactive). (6) The drug is CCCC[Sn]1(CCCC)N(S(=O)(=O)c2ccc(C)cc2)c2ccccc2N1S(=O)(=O)c1ccc(C)cc1. The result is 0 (inactive).